This data is from Forward reaction prediction with 1.9M reactions from USPTO patents (1976-2016). The task is: Predict the product of the given reaction. (1) The product is: [Br:1][C:2]1[CH:3]=[CH:4][C:5]2[N:6]([C:10](=[O:11])[NH:9][N:8]=2)[CH:7]=1. Given the reactants [Br:1][C:2]1[CH:3]=[CH:4][C:5]([NH:8][NH2:9])=[N:6][CH:7]=1.[C:10](N1C=CN=C1)(N1C=CN=C1)=[O:11], predict the reaction product. (2) Given the reactants [CH2:1]1COCC1.CON(C)[C:9]([C:11]1[S:15][C:14]2[CH:16]=[CH:17][CH:18]=[C:19]([F:20])[C:13]=2[CH:12]=1)=[O:10].C[Mg]Br, predict the reaction product. The product is: [F:20][C:19]1[C:13]2[CH:12]=[C:11]([C:9](=[O:10])[CH3:1])[S:15][C:14]=2[CH:16]=[CH:17][CH:18]=1. (3) Given the reactants [N+:1]([C:4]1[CH:9]=[C:8]([CH:10]=[CH2:11])[CH:7]=[CH:6][C:5]=1[CH2:12][C:13]([O:15][C:16]([CH3:19])([CH3:18])[CH3:17])=[O:14])([O-])=O, predict the reaction product. The product is: [NH2:1][C:4]1[CH:9]=[C:8]([CH2:10][CH3:11])[CH:7]=[CH:6][C:5]=1[CH2:12][C:13]([O:15][C:16]([CH3:17])([CH3:19])[CH3:18])=[O:14].